From a dataset of Full USPTO retrosynthesis dataset with 1.9M reactions from patents (1976-2016). Predict the reactants needed to synthesize the given product. Given the product [Br:1][C:2]1[CH:29]=[CH:28][C:5]([CH2:6][O:7][C:8]2[CH:27]=[CH:26][CH:25]=[CH:24][C:9]=2[CH2:10][CH2:11][N:12]([CH2:13][C:14]2[CH:23]=[CH:22][C:17]([C:18]([O:20][CH3:21])=[O:19])=[CH:16][CH:15]=2)[CH2:31][CH2:32][CH2:33][CH2:34][C:35]([O:37][CH2:38][CH3:39])=[O:36])=[CH:4][CH:3]=1, predict the reactants needed to synthesize it. The reactants are: [Br:1][C:2]1[CH:29]=[CH:28][C:5]([CH2:6][O:7][C:8]2[CH:27]=[CH:26][CH:25]=[CH:24][C:9]=2[CH2:10][CH2:11][NH:12][CH2:13][C:14]2[CH:23]=[CH:22][C:17]([C:18]([O:20][CH3:21])=[O:19])=[CH:16][CH:15]=2)=[CH:4][CH:3]=1.Br[CH2:31][CH2:32][CH2:33][CH2:34][C:35]([O:37][CH2:38][CH3:39])=[O:36].C(=O)(O)[O-].[Na+].O.